Dataset: Forward reaction prediction with 1.9M reactions from USPTO patents (1976-2016). Task: Predict the product of the given reaction. (1) The product is: [N:25]1([C:2]2[CH:10]=[CH:9][CH:8]=[C:7]3[C:3]=2[CH:4]=[N:5][N:6]3[C:11]2[C:20]3[C:15](=[CH:16][C:17]([O:23][CH3:24])=[C:18]([O:21][CH3:22])[CH:19]=3)[N:14]=[N:13][CH:12]=2)[CH2:30][CH2:29][NH:28][CH2:27][CH2:26]1. Given the reactants Br[C:2]1[CH:10]=[CH:9][CH:8]=[C:7]2[C:3]=1[CH:4]=[N:5][N:6]2[C:11]1[C:20]2[C:15](=[CH:16][C:17]([O:23][CH3:24])=[C:18]([O:21][CH3:22])[CH:19]=2)[N:14]=[N:13][CH:12]=1.[NH:25]1[CH2:30][CH2:29][NH:28][CH2:27][CH2:26]1.O1CCCC1.CC(C)([O-])C.[Na+], predict the reaction product. (2) Given the reactants [S:1]1[C:5]2[CH2:6][CH2:7][CH2:8][CH2:9][C:4]=2[CH:3]=[C:2]1[NH:10][C:11]([C:13]1[CH2:17][CH2:16][CH2:15][C:14]=1[C:18]([O:20][CH3:21])=[O:19])=[O:12].[I:22]I.C([O-])(O)=O.[Na+].CCOC(C)=O, predict the reaction product. The product is: [I:22][C:3]1[C:4]2[CH2:9][CH2:8][CH2:7][CH2:6][C:5]=2[S:1][C:2]=1[NH:10][C:11]([C:13]1[CH2:17][CH2:16][CH2:15][C:14]=1[C:18]([O:20][CH3:21])=[O:19])=[O:12]. (3) Given the reactants C1CO[C:8]23OCC[O:12][C:3]2([C@:4]2([CH2:27][CH2:26][C@H:25]4[C@@H:15]([CH2:16]/C(=C\C)/[CH:18]5[C@:23]4([CH3:24])[CH2:22][CH2:21][CH2:20][CH2:19]5)[C@@H:6]2[CH2:7]3)[CH3:5])O1.C([C@@H]1C2[C@](C)(C[CH2:46][C:47](=[O:50])[CH2:48]2)[C@@H]2[C@H]([C@H]3[C@@:48](CC2)(C)[C:47](=[O:50])[CH2:46]C3)C1)#N, predict the reaction product. The product is: [CH:20](=[C:21]1/[CH2:16][C@@H:15]2[C@@H:25]([C@:23]3([CH3:24])[CH:22]/1[CH2:48][C:47](=[O:50])[CH2:46][CH2:18]3)[CH2:26][CH2:27][C@@:4]1([CH3:5])[C@H:6]2[CH2:7][CH2:8][C:3]1=[O:12])/[CH3:19]. (4) Given the reactants [C:1]([C:3]1[CH:4]=[N:5][N:6]2[C:15]3[C:10](=[CH:11][CH:12]=[CH:13][CH:14]=3)[C:9](=[O:16])[NH:8][C:7]=12)#[N:2].[H][H], predict the reaction product. The product is: [NH2:2][CH2:1][C:3]1[CH:4]=[N:5][N:6]2[C:15]3[C:10](=[CH:11][CH:12]=[CH:13][CH:14]=3)[C:9](=[O:16])[NH:8][C:7]=12. (5) Given the reactants OO.[CH:3]1[CH:4]=[CH:5][C:6]([P:9]([C:16]2[C:25]([C:26]3[C:35]([P:36]([C:43]4[CH:44]=[CH:45][CH:46]=[CH:47][CH:48]=4)[C:37]4[CH:38]=[CH:39][CH:40]=[CH:41][CH:42]=4)=[CH:34][CH:33]=[C:32]4[C:27]=3[CH:28]=[CH:29][CH:30]=[CH:31]4)=[C:24]3[C:19]([CH:20]=[CH:21][CH:22]=[CH:23]3)=[CH:18][CH:17]=2)[C:10]2[CH:11]=[CH:12][CH:13]=[CH:14][CH:15]=2)=[CH:7][CH:8]=1.[OH2:49].C1C[O:53]CC1, predict the reaction product. The product is: [CH:46]1[CH:47]=[CH:48][C:43]([P:36]([C:35]2[CH:34]=[CH:33][C:32]3[C:27](=[CH:28][CH:29]=[CH:30][CH:31]=3)[C:26]=2[C:25]2[C:24]3[C:19](=[CH:20][CH:21]=[CH:22][CH:23]=3)[CH:18]=[CH:17][C:16]=2[P:9]([C:10]2[CH:11]=[CH:12][CH:13]=[CH:14][CH:15]=2)([C:6]2[CH:5]=[CH:4][CH:3]=[CH:8][CH:7]=2)=[O:53])([C:37]2[CH:42]=[CH:41][CH:40]=[CH:39][CH:38]=2)=[O:49])=[CH:44][CH:45]=1. (6) Given the reactants [C:1]([C:3]1[CH:4]=[C:5]2[C:10](=[CH:11][C:12]=1F)[O:9][C:8](C)(C)[CH2:7][CH:6]2[C:16]([O:18][CH3:19])=[O:17])#[N:2].[OH:20][C:21]1[CH:33]=[CH:32][C:24]([C:25]([O:27][C:28]([CH3:31])([CH3:30])[CH3:29])=[O:26])=[CH:23][CH:22]=1.C([O-])([O-])=O.[K+].[K+], predict the reaction product. The product is: [C:28]([O:27][C:25]([C:24]1[CH:23]=[CH:22][C:21]([O:20][C:12]2[CH:11]=[C:10]3[C:5]([CH:6]([C:16]([O:18][CH3:19])=[O:17])[CH2:7][CH2:8][O:9]3)=[CH:4][C:3]=2[C:1]#[N:2])=[CH:33][CH:32]=1)=[O:26])([CH3:31])([CH3:29])[CH3:30]. (7) Given the reactants [CH2:1]([O:8][N:9]([C:11]1[N:16]=[C:15]([NH:17][CH2:18][CH2:19][CH3:20])[N:14]=[C:13]([NH:21][CH2:22][CH2:23][CH3:24])[N:12]=1)[CH3:10])[C:2]1[CH:7]=[CH:6][CH:5]=[CH:4][CH:3]=1.[OH:25][S:26]([OH:29])(=[O:28])=[O:27], predict the reaction product. The product is: [S:26]([OH:29])([OH:28])(=[O:27])=[O:25].[CH2:1]([O:8][N:9]([C:11]1[N:12]=[C:13]([NH:21][CH2:22][CH2:23][CH3:24])[N:14]=[C:15]([NH:17][CH2:18][CH2:19][CH3:20])[N:16]=1)[CH3:10])[C:2]1[CH:7]=[CH:6][CH:5]=[CH:4][CH:3]=1. (8) Given the reactants [F:1][C:2]1[CH:3]=[C:4]([C:8]2[CH:16]=[CH:15][CH:14]=[C:13]3[C:9]=2[CH2:10][C:11](=[O:17])[NH:12]3)[CH:5]=[CH:6][CH:7]=1.[CH:18]([C:20]1[NH:21][C:22]([CH3:40])=[C:23]([S:30]([C:33]2[CH:38]=[CH:37][C:36]([CH3:39])=[CH:35][CH:34]=2)(=[O:32])=[O:31])[C:24]=1[CH2:25][CH2:26][C:27]([OH:29])=[O:28])=O.N1CCCCC1, predict the reaction product. The product is: [F:1][C:2]1[CH:3]=[C:4]([C:8]2[CH:16]=[CH:15][CH:14]=[C:13]3[C:9]=2/[C:10](=[CH:18]/[C:20]2[NH:21][C:22]([CH3:40])=[C:23]([S:30]([C:33]4[CH:34]=[CH:35][C:36]([CH3:39])=[CH:37][CH:38]=4)(=[O:31])=[O:32])[C:24]=2[CH2:25][CH2:26][C:27]([OH:29])=[O:28])/[C:11](=[O:17])[NH:12]3)[CH:5]=[CH:6][CH:7]=1. (9) Given the reactants [CH:1]12[CH2:7][CH:4]([CH2:5][CH2:6]1)[CH2:3][CH:2]2[CH2:8][C:9](O)=[O:10].[H-].[Al+3].[Li+].[H-].[H-].[H-], predict the reaction product. The product is: [CH:1]12[CH2:7][CH:4]([CH2:5][CH2:6]1)[CH2:3][CH:2]2[CH2:8][CH2:9][OH:10].